From a dataset of Reaction yield outcomes from USPTO patents with 853,638 reactions. Predict the reaction yield, written as a fraction of the theoretical maximum amount of product (1.0 means a 100% yield; for example, 0.34 means a 34% yield). (1) The reactants are [NH2:1][C:2]1[CH:3]=[C:4]([CH:21]=[CH:22][CH:23]=1)[O:5][C:6]1[CH:18]=[CH:17][C:9]2[N:10]=[C:11]([NH:13][C:14](=[O:16])[CH3:15])[S:12][C:8]=2[C:7]=1[C:19]#[N:20].[Cl:24][C:25]1[CH:30]=[CH:29][C:28]([C:31]([F:34])([F:33])[F:32])=[CH:27][C:26]=1[N:35]=[C:36]=[O:37]. The catalyst is CN(C)C=O.C(OCC)(=O)C. The product is [Cl:24][C:25]1[CH:30]=[CH:29][C:28]([C:31]([F:34])([F:33])[F:32])=[CH:27][C:26]=1[NH:35][C:36]([NH:1][C:2]1[CH:3]=[C:4]([CH:21]=[CH:22][CH:23]=1)[O:5][C:6]1[CH:18]=[CH:17][C:9]2[N:10]=[C:11]([NH:13][C:14](=[O:16])[CH3:15])[S:12][C:8]=2[C:7]=1[C:19]#[N:20])=[O:37]. The yield is 0.740. (2) The reactants are [Cl:1][C:2]1[CH:3]=[CH:4][C:5]([O:16][CH3:17])=[C:6]([C:8]2[N:13]=[C:12]([CH3:14])[NH:11][C:10](=O)[CH:9]=2)[CH:7]=1.CN(C)C=O.C(Cl)(=O)C([Cl:26])=O. The catalyst is ClCCl.O1CCOCC1. The product is [Cl:26][C:10]1[CH:9]=[C:8]([C:6]2[CH:7]=[C:2]([Cl:1])[CH:3]=[CH:4][C:5]=2[O:16][CH3:17])[N:13]=[C:12]([CH3:14])[N:11]=1. The yield is 0.940.